Dataset: Full USPTO retrosynthesis dataset with 1.9M reactions from patents (1976-2016). Task: Predict the reactants needed to synthesize the given product. (1) Given the product [F:24][C:19]1[CH:18]=[C:17]2[C:22]([CH2:23][N:14]([CH:11]3[CH2:12][CH2:13][NH:8][CH2:9][CH2:10]3)[C:15](=[O:25])[NH:16]2)=[CH:21][CH:20]=1, predict the reactants needed to synthesize it. The reactants are: C([N:8]1[CH2:13][CH2:12][CH:11]([N:14]2[CH2:23][C:22]3[C:17](=[CH:18][C:19]([F:24])=[CH:20][CH:21]=3)[NH:16][C:15]2=[O:25])[CH2:10][CH2:9]1)C1C=CC=CC=1.C(OCC)C. (2) Given the product [CH3:8][O:9][C:10]1[CH:11]=[C:12]([NH:13][C:24](=[S:25])[O:23][C:17]2[CH:22]=[CH:21][CH:20]=[CH:19][CH:18]=2)[CH:14]=[CH:15][CH:16]=1, predict the reactants needed to synthesize it. The reactants are: C(N(CC)CC)C.[CH3:8][O:9][C:10]1[CH:11]=[C:12]([CH:14]=[CH:15][CH:16]=1)[NH2:13].[C:17]1([O:23][C:24](Cl)=[S:25])[CH:22]=[CH:21][CH:20]=[CH:19][CH:18]=1. (3) Given the product [Cl:47][CH2:46][CH2:45][O:41][C:19]1[CH:20]=[C:21]2[C:16](=[CH:17][C:18]=1[O:42][CH3:43])[N:15]=[C:14]([C:4]1[CH:5]=[CH:6][C:7]([C:8]3[CH:9]=[CH:10][CH:11]=[CH:12][CH:13]=3)=[C:2]([F:1])[CH:3]=1)[N:23]=[C:22]2[NH:24][C:25]1[CH:26]=[C:27]2[C:31](=[CH:32][CH:33]=1)[N:30]([C:34]([O:36][C:37]([CH3:38])([CH3:39])[CH3:40])=[O:35])[N:29]=[CH:28]2, predict the reactants needed to synthesize it. The reactants are: [F:1][C:2]1[CH:3]=[C:4]([C:14]2[N:23]=[C:22]([NH:24][C:25]3[CH:26]=[C:27]4[C:31](=[CH:32][CH:33]=3)[N:30]([C:34]([O:36][C:37]([CH3:40])([CH3:39])[CH3:38])=[O:35])[N:29]=[CH:28]4)[C:21]3[C:16](=[CH:17][C:18]([O:42][CH3:43])=[C:19]([OH:41])[CH:20]=3)[N:15]=2)[CH:5]=[CH:6][C:7]=1[C:8]1[CH:13]=[CH:12][CH:11]=[CH:10][CH:9]=1.Br[CH2:45][CH2:46][Cl:47].C([O-])([O-])=O.[K+].[K+].O. (4) Given the product [F:24][C:16]1[C:17]([O:22][CH3:23])=[CH:18][CH:19]=[C:20]([F:21])[C:15]=1[O:14][C:12]1[CH2:13][N:9]([C@@H:4]([CH2:5][CH:6]([CH3:8])[CH3:7])[C:3]([OH:26])=[O:2])[C:10](=[O:25])[CH:11]=1, predict the reactants needed to synthesize it. The reactants are: C[O:2][C:3](=[O:26])[C@@H:4]([N:9]1[CH2:13][C:12]([O:14][C:15]2[C:20]([F:21])=[CH:19][CH:18]=[C:17]([O:22][CH3:23])[C:16]=2[F:24])=[CH:11][C:10]1=[O:25])[CH2:5][CH:6]([CH3:8])[CH3:7].O.[OH-].[Li+]. (5) Given the product [F:31][C:3]1[CH:4]=[C:5]([C:8]2[CH:13]=[CH:12][C:11]([C@@H:14]3[CH2:16][C@H:15]3[NH:17][S:18]([CH:21]([CH3:23])[CH3:22])(=[O:20])=[O:19])=[CH:10][CH:9]=2)[CH:6]=[N:7][CH:2]=1, predict the reactants needed to synthesize it. The reactants are: C[C:2]1[N:7]=[CH:6][C:5]([C:8]2[CH:13]=[CH:12][C:11]([C@@H:14]3[CH2:16][C@H:15]3[NH:17][S:18]([CH:21]([CH3:23])[CH3:22])(=[O:20])=[O:19])=[CH:10][CH:9]=2)=[CH:4][CH:3]=1.BrC1C=NC=C([F:31])C=1.CC1(C)C(C)(C)OB(C2C=CC([C@@H]3C[C@H]3NS(C(C)C)(=O)=O)=CC=2)O1.C([O-])([O-])=O.[Na+].[Na+].